From a dataset of Reaction yield outcomes from USPTO patents with 853,638 reactions. Predict the reaction yield, written as a fraction of the theoretical maximum amount of product (1.0 means a 100% yield; for example, 0.34 means a 34% yield). (1) The reactants are Br[C:2]1[CH:3]=[CH:4][CH:5]=[C:6]2[C:11]=1[CH:10]=[N:9][CH:8]=[CH:7]2.[Br-].[C:13]([O:17][C:18](=[O:21])[CH2:19][Zn+])([CH3:16])([CH3:15])[CH3:14]. The catalyst is C1COCC1.CC(P(C(C)(C)C)[C-]1C=CC=C1)(C)C.C1C=CC([C-]2C(C3C=CC=CC=3)=C(C3C=CC=CC=3)C(C3C=CC=CC=3)=C2C2C=CC=CC=2)=CC=1.[Fe+2].C1C=CC(/C=C/C(/C=C/C2C=CC=CC=2)=O)=CC=1.C1C=CC(/C=C/C(/C=C/C2C=CC=CC=2)=O)=CC=1.[Pd]. The product is [CH:10]1[C:11]2[C:6](=[CH:5][CH:4]=[CH:3][C:2]=2[CH2:19][C:18]([O:17][C:13]([CH3:16])([CH3:15])[CH3:14])=[O:21])[CH:7]=[CH:8][N:9]=1. The yield is 0.780. (2) The reactants are Cl[C:2]1[CH:3]=[CH:4][C:5]([N+:9]([O-:11])=[O:10])=[C:6]([NH2:8])[CH:7]=1.[NH:12]1[CH2:17][CH2:16][CH2:15][CH2:14][CH2:13]1.C([O-])([O-])=O.[K+].[K+]. The catalyst is CN(C=O)C. The product is [N+:9]([C:5]1[CH:4]=[CH:3][C:2]([N:12]2[CH2:17][CH2:16][CH2:15][CH2:14][CH2:13]2)=[CH:7][C:6]=1[NH2:8])([O-:11])=[O:10]. The yield is 0.220.